From a dataset of NCI-60 drug combinations with 297,098 pairs across 59 cell lines. Regression. Given two drug SMILES strings and cell line genomic features, predict the synergy score measuring deviation from expected non-interaction effect. (1) Drug 1: CCCS(=O)(=O)NC1=C(C(=C(C=C1)F)C(=O)C2=CNC3=C2C=C(C=N3)C4=CC=C(C=C4)Cl)F. Drug 2: C1=C(C(=O)NC(=O)N1)N(CCCl)CCCl. Cell line: SR. Synergy scores: CSS=47.9, Synergy_ZIP=-2.43, Synergy_Bliss=-3.46, Synergy_Loewe=-9.64, Synergy_HSA=-2.13. (2) Drug 1: CN1CCC(CC1)COC2=C(C=C3C(=C2)N=CN=C3NC4=C(C=C(C=C4)Br)F)OC. Drug 2: C1CCC(C1)C(CC#N)N2C=C(C=N2)C3=C4C=CNC4=NC=N3. Cell line: T-47D. Synergy scores: CSS=1.18, Synergy_ZIP=0.245, Synergy_Bliss=5.02, Synergy_Loewe=-5.10, Synergy_HSA=-0.0374. (3) Drug 1: CCC1=CC2CC(C3=C(CN(C2)C1)C4=CC=CC=C4N3)(C5=C(C=C6C(=C5)C78CCN9C7C(C=CC9)(C(C(C8N6C)(C(=O)OC)O)OC(=O)C)CC)OC)C(=O)OC.C(C(C(=O)O)O)(C(=O)O)O. Drug 2: CN(C)C1=NC(=NC(=N1)N(C)C)N(C)C. Cell line: MDA-MB-231. Synergy scores: CSS=27.5, Synergy_ZIP=-4.22, Synergy_Bliss=0.828, Synergy_Loewe=-67.3, Synergy_HSA=-2.14. (4) Drug 1: CC1=C(C=C(C=C1)NC2=NC=CC(=N2)N(C)C3=CC4=NN(C(=C4C=C3)C)C)S(=O)(=O)N.Cl. Drug 2: C1CC(=O)NC(=O)C1N2C(=O)C3=CC=CC=C3C2=O. Cell line: OVCAR3. Synergy scores: CSS=-0.532, Synergy_ZIP=5.90, Synergy_Bliss=10.6, Synergy_Loewe=1.01, Synergy_HSA=0.228. (5) Drug 1: C1C(C(OC1N2C=C(C(=O)NC2=O)F)CO)O. Drug 2: CC1=C(C=C(C=C1)NC(=O)C2=CC=C(C=C2)CN3CCN(CC3)C)NC4=NC=CC(=N4)C5=CN=CC=C5. Cell line: LOX IMVI. Synergy scores: CSS=34.1, Synergy_ZIP=-4.76, Synergy_Bliss=-2.46, Synergy_Loewe=-47.9, Synergy_HSA=-2.20. (6) Drug 1: C1CCN(CC1)CCOC2=CC=C(C=C2)C(=O)C3=C(SC4=C3C=CC(=C4)O)C5=CC=C(C=C5)O. Drug 2: CC1CCCC2(C(O2)CC(NC(=O)CC(C(C(=O)C(C1O)C)(C)C)O)C(=CC3=CSC(=N3)C)C)C. Cell line: UACC-257. Synergy scores: CSS=1.94, Synergy_ZIP=0.451, Synergy_Bliss=1.51, Synergy_Loewe=-3.47, Synergy_HSA=-0.503.